Dataset: Catalyst prediction with 721,799 reactions and 888 catalyst types from USPTO. Task: Predict which catalyst facilitates the given reaction. (1) Reactant: [CH2:1]([N:8]1[C:12]2=[N:13][C:14]([C:17]([OH:19])=[O:18])=[CH:15][CH:16]=[C:11]2[CH:10]=[CH:9]1)[C:2]1[CH:7]=[CH:6][CH:5]=[CH:4][CH:3]=1.[N+](=[CH2:22])=[N-].C(OCC)C. Product: [CH3:22][O:18][C:17]([C:14]1[N:13]=[C:12]2[N:8]([CH2:1][C:2]3[CH:3]=[CH:4][CH:5]=[CH:6][CH:7]=3)[CH:9]=[CH:10][C:11]2=[CH:16][CH:15]=1)=[O:19]. The catalyst class is: 2. (2) Reactant: FC(F)(F)C([O-])=O.[Cl:8][C:9]1[CH:10]=[C:11]([CH:28]=[CH:29][C:30]=1[Cl:31])[CH2:12][C:13]1[CH:14]=[N:15][C:16]2[N:17]([N:19]=[CH:20][C:21]=2[C:22]([NH:24][CH2:25][CH2:26][NH3+:27])=[O:23])[CH:18]=1.[N:32]1[CH:37]=[CH:36][N:35]=[CH:34][C:33]=1[C:38](O)=[O:39].CN(C(ON1N=NC2C=CC=CC1=2)=[N+](C)C)C.[B-](F)(F)(F)F.C(N(CC)CC)C. Product: [Cl:8][C:9]1[CH:10]=[C:11]([CH:28]=[CH:29][C:30]=1[Cl:31])[CH2:12][C:13]1[CH:14]=[N:15][C:16]2[N:17]([N:19]=[CH:20][C:21]=2[C:22]([NH:24][CH2:25][CH2:26][NH:27][C:38]([C:33]2[CH:34]=[N:35][CH:36]=[CH:37][N:32]=2)=[O:39])=[O:23])[CH:18]=1. The catalyst class is: 3.